From a dataset of Full USPTO retrosynthesis dataset with 1.9M reactions from patents (1976-2016). Predict the reactants needed to synthesize the given product. (1) The reactants are: [NH2:1][C:2]1[S:3][C:4]2[CH:31]=[CH:30][CH:29]=[CH:28][C:5]=2[C:6]=1[C:7]([N:9]1[CH2:14][CH2:13][CH:12]([N:15]2[CH2:27][CH2:26][CH2:25][C:17]3([C:21](=[O:22])[O:20][C:19]([CH3:24])([CH3:23])[CH2:18]3)[CH2:16]2)[CH2:11][CH2:10]1)=[O:8].[CH2:32]([N:34]([CH2:37]C)CC)C.ClC(OC1C=CC([N+]([O-])=O)=CC=1)=[O:41].CN.O1CCCC1.C(=O)([O-])O.[Na+]. Given the product [CH3:23][C:19]1([CH3:24])[CH2:18][C:17]2([CH2:25][CH2:26][CH2:27][N:15]([CH:12]3[CH2:11][CH2:10][N:9]([C:7]([C:6]4[C:5]5[CH:28]=[CH:29][CH:30]=[CH:31][C:4]=5[S:3][C:2]=4[NH:1][C:32]([NH:34][CH3:37])=[O:41])=[O:8])[CH2:14][CH2:13]3)[CH2:16]2)[C:21](=[O:22])[O:20]1, predict the reactants needed to synthesize it. (2) Given the product [CH3:33][N:1]1[CH2:6][CH2:5][CH:4]([CH2:7][CH2:8][O:9][C:10]2[CH:19]=[C:18]3[C:13]([C:14](=[O:28])[N:15]([CH2:20][O:21][C:22](=[O:27])[C:23]([CH3:26])([CH3:24])[CH3:25])[CH:16]=[N:17]3)=[CH:12][C:11]=2[O:29][CH3:30])[CH2:3][CH2:2]1, predict the reactants needed to synthesize it. The reactants are: [NH:1]1[CH2:6][CH2:5][CH:4]([CH2:7][CH2:8][O:9][C:10]2[CH:19]=[C:18]3[C:13]([C:14](=[O:28])[N:15]([CH2:20][O:21][C:22](=[O:27])[C:23]([CH3:26])([CH3:25])[CH3:24])[CH:16]=[N:17]3)=[CH:12][C:11]=2[O:29][CH3:30])[CH2:3][CH2:2]1.C=O.[C:33](O)(=O)C.C(O)(=O)C.C(O)(=O)C.C(O)(=O)C.[BH4-].[Na+]. (3) Given the product [Cl:1][CH:2]([C:14]1[CH:19]=[CH:18][CH:17]=[CH:16][CH:15]=1)[C:3]([C:5]1[C:13]2[C:8](=[CH:9][CH:10]=[CH:11][CH:12]=2)[N:7]([S:27]([CH:24]2[CH2:25][CH2:26][O:22][CH2:23]2)(=[O:29])=[O:28])[CH:6]=1)=[O:4], predict the reactants needed to synthesize it. The reactants are: [Cl:1][CH:2]([C:14]1[CH:19]=[CH:18][CH:17]=[CH:16][CH:15]=1)[C:3]([C:5]1[C:13]2[C:8](=[CH:9][CH:10]=[CH:11][CH:12]=2)[NH:7][CH:6]=1)=[O:4].[H-].[Na+].[O:22]1[CH2:26][CH2:25][CH:24]([S:27](Cl)(=[O:29])=[O:28])[CH2:23]1.O. (4) The reactants are: [CH2:1]([OH:5])[C:2]#[C:3][CH3:4].C(N(CC)CC)C.[CH3:13][S:14](Cl)(=[O:16])=[O:15]. Given the product [CH2:1]([O:5][S:14]([CH3:13])(=[O:16])=[O:15])[C:2]#[C:3][CH3:4], predict the reactants needed to synthesize it. (5) Given the product [CH3:45][O:44][C:43]([NH:42][C@H:3]([C:4]([N:6]1[CH2:10][C@@H:9]([CH3:11])[CH2:8][C@H:7]1[C:12]1[NH:16][C:15]2[C:17]3[C:22]([CH:23]=[CH:24][C:14]=2[N:13]=1)=[CH:21][C:20]1[C:25]2[C:26]([CH2:31][O:32][C:19]=1[CH:18]=3)=[CH:27][C:28]([C:50]1[NH:51][C:52]([C@@H:54]3[CH2:58][C@H:57]([CH2:59][O:60][CH3:61])[CH2:56][N:55]3[C:73]([O:76][C:2]([CH3:47])([CH3:3])[CH3:1])=[O:74])=[N:53][CH:49]=1)=[CH:29][CH:30]=2)=[O:5])[CH:2]([CH3:47])[CH3:1])=[O:46], predict the reactants needed to synthesize it. The reactants are: [CH3:1][CH:2]([CH3:47])[C@H:3]([NH:42][C:43](=[O:46])[O:44][CH3:45])[C:4]([N:6]1[CH2:10][C@@H:9]([CH3:11])[CH2:8][C@H:7]1[C:12]1[NH:16][C:15]2[C:17]3[C:22]([CH:23]=[CH:24][C:14]=2[N:13]=1)=[CH:21][C:20]1[C:25]2[C:30]([CH2:31][O:32][C:19]=1[CH:18]=3)=[CH:29][C:28](B1OC(C)(C)C(C)(C)O1)=[CH:27][CH:26]=2)=[O:5].I[C:49]1[NH:53][C:52]([C@@H:54]2[CH2:58][C@H:57]([CH2:59][O:60][CH3:61])[CH2:56][N:55]2C(=O)[C@@H](NC(=O)OC)C(C)C)=[N:51][CH:50]=1.[C:73]([O-:76])([O-])=[O:74].[K+].[K+].